Dataset: Catalyst prediction with 721,799 reactions and 888 catalyst types from USPTO. Task: Predict which catalyst facilitates the given reaction. Reactant: [CH2:1]([C:8]1[N:9]=[C:10]([NH2:13])[NH:11][N:12]=1)[C:2]1[CH:7]=[CH:6][CH:5]=[CH:4][CH:3]=1.[O:14]1[CH2:19][CH2:18][O:17][C:16]2[CH:20]=[C:21]([C:24](=O)[CH2:25][C:26](OCC)=[O:27])[CH:22]=[CH:23][C:15]1=2. Product: [CH2:1]([C:8]1[N:9]=[C:10]2[NH:13][C:24]([C:21]3[CH:22]=[CH:23][C:15]4[O:14][CH2:19][CH2:18][O:17][C:16]=4[CH:20]=3)=[CH:25][C:26](=[O:27])[N:11]2[N:12]=1)[C:2]1[CH:3]=[CH:4][CH:5]=[CH:6][CH:7]=1. The catalyst class is: 15.